From a dataset of Reaction yield outcomes from USPTO patents with 853,638 reactions. Predict the reaction yield, written as a fraction of the theoretical maximum amount of product (1.0 means a 100% yield; for example, 0.34 means a 34% yield). (1) The catalyst is CN(C=O)C.O.[Cu]I. The reactants are [CH3:1][C:2]([C:4]1[CH:9]=[CH:8][C:7](Br)=[CH:6][CH:5]=1)=[O:3].[NH:11]1[CH:15]=[N:14][CH:13]=[N:12]1.C([O-])([O-])=O.[Cs+].[Cs+]. The product is [N:11]1([C:7]2[CH:8]=[CH:9][C:4]([C:2](=[O:3])[CH3:1])=[CH:5][CH:6]=2)[CH:15]=[N:14][CH:13]=[N:12]1. The yield is 0.960. (2) The reactants are [F:1][C:2]1[CH:11]=[C:10](F)[C:9]([N+:13]([O-:15])=[O:14])=[CH:8][C:3]=1[C:4]([O:6][CH3:7])=[O:5].CCN(C(C)C)C(C)C.[CH3:25][O:26][C:27]1[CH:34]=[CH:33][C:30]([CH2:31][NH2:32])=[CH:29][CH:28]=1. The catalyst is CN(C)C=O.O. The product is [F:1][C:2]1[CH:11]=[C:10]([NH:32][CH2:31][C:30]2[CH:33]=[CH:34][C:27]([O:26][CH3:25])=[CH:28][CH:29]=2)[C:9]([N+:13]([O-:15])=[O:14])=[CH:8][C:3]=1[C:4]([O:6][CH3:7])=[O:5]. The yield is 0.820. (3) The reactants are [Li+].C[Si]([N-][Si](C)(C)C)(C)C.[O:11]1[C:15]([C:16]2[N:17]([C:25]([O:27][C:28]([CH3:31])([CH3:30])[CH3:29])=[O:26])[C:18]3[C:23]([CH:24]=2)=[CH:22][CH:21]=[CH:20][CH:19]=3)=[CH:14][N:13]=[CH:12]1.[Cl:32]C(Cl)(Cl)C(Cl)(Cl)Cl. The catalyst is C1COCC1. The product is [Cl:32][C:12]1[O:11][C:15]([C:16]2[N:17]([C:25]([O:27][C:28]([CH3:31])([CH3:30])[CH3:29])=[O:26])[C:18]3[C:23]([CH:24]=2)=[CH:22][CH:21]=[CH:20][CH:19]=3)=[CH:14][N:13]=1. The yield is 0.990. (4) The reactants are Br[CH2:2][CH2:3][O:4][C:5]1[CH:20]=[CH:19][C:8]2[C:9]([C:12]3[CH:17]=[CH:16][C:15]([Br:18])=[CH:14][CH:13]=3)=[N:10][S:11][C:7]=2[CH:6]=1.[CH3:21][NH:22][CH3:23].C([O-])(O)=O.[Na+]. The catalyst is CC(N(C)C)=O.C(O)C.CCOCC. The product is [Br:18][C:15]1[CH:16]=[CH:17][C:12]([C:9]2[C:8]3[CH:19]=[CH:20][C:5]([O:4][CH2:3][CH2:2][N:22]([CH3:23])[CH3:21])=[CH:6][C:7]=3[S:11][N:10]=2)=[CH:13][CH:14]=1. The yield is 0.920. (5) No catalyst specified. The reactants are [Cl:1][C:2]1[CH:3]=[CH:4][C:5]2[O:9][C:8]([C:10](O)=[O:11])=[CH:7][C:6]=2[CH:13]=1.S(Cl)([Cl:16])=O. The yield is 1.00. The product is [Cl:1][C:2]1[CH:3]=[CH:4][C:5]2[O:9][C:8]([C:10]([Cl:16])=[O:11])=[CH:7][C:6]=2[CH:13]=1.